From a dataset of Forward reaction prediction with 1.9M reactions from USPTO patents (1976-2016). Predict the product of the given reaction. (1) Given the reactants [Br:1][C:2]1[CH:7]=[CH:6][C:5]([C:8]2([C:11]([OH:13])=[O:12])[CH2:10][CH2:9]2)=[CH:4][CH:3]=1.Cl[Si](C)(C)[CH3:16], predict the reaction product. The product is: [Br:1][C:2]1[CH:3]=[CH:4][C:5]([C:8]2([C:11]([O:13][CH3:16])=[O:12])[CH2:10][CH2:9]2)=[CH:6][CH:7]=1. (2) Given the reactants [CH3:1][O:2][C:3]1[CH:14]=[CH:13][C:6]2[C:7]([C:10]([OH:12])=O)=[N:8][S:9][C:5]=2[CH:4]=1.[CH3:15][N:16]1[CH2:21][CH2:20][N:19]([CH2:22][C:23]2[CH:29]=[CH:28][C:26]([NH2:27])=[CH:25][C:24]=2[C:30]([F:33])([F:32])[F:31])[CH2:18][CH2:17]1.CCN(CC)CC.CCCP(=O)=O, predict the reaction product. The product is: [CH3:15][N:16]1[CH2:21][CH2:20][N:19]([CH2:22][C:23]2[CH:29]=[CH:28][C:26]([NH:27][C:10]([C:7]3[C:6]4[CH:13]=[CH:14][C:3]([O:2][CH3:1])=[CH:4][C:5]=4[S:9][N:8]=3)=[O:12])=[CH:25][C:24]=2[C:30]([F:33])([F:31])[F:32])[CH2:18][CH2:17]1. (3) Given the reactants [CH:1]1([N:4]([CH3:29])[C:5]2[C:6]([C:19]3[CH:20]=[C:21]4[C:25](=[CH:26][CH:27]=3)[NH:24][C:23]([CH3:28])=[CH:22]4)=[N:7][C:8]3[C:13]([N:14]=2)=[CH:12][C:11]([C:15]([O:17]C)=[O:16])=[CH:10][CH:9]=3)[CH2:3][CH2:2]1.[OH-].[Na+].O, predict the reaction product. The product is: [CH:1]1([N:4]([CH3:29])[C:5]2[C:6]([C:19]3[CH:20]=[C:21]4[C:25](=[CH:26][CH:27]=3)[NH:24][C:23]([CH3:28])=[CH:22]4)=[N:7][C:8]3[C:13]([N:14]=2)=[CH:12][C:11]([C:15]([OH:17])=[O:16])=[CH:10][CH:9]=3)[CH2:2][CH2:3]1. (4) Given the reactants [CH2:1]([N:3]1[CH:7]=[C:6]([C:8]2[CH:9]=[C:10]([CH:12]=[CH:13][CH:14]=2)[NH2:11])[C:5]([C:15]2[CH:20]=[CH:19][N:18]=[CH:17][CH:16]=2)=[N:4]1)[CH3:2].CCN(C(C)C)C(C)C.ClC(Cl)(O[C:34](=[O:40])OC(Cl)(Cl)Cl)Cl.[F:42][C:43]1[CH:44]=[C:45]([CH:47]=[CH:48][C:49]=1[Br:50])[NH2:46], predict the reaction product. The product is: [Br:50][C:49]1[CH:48]=[CH:47][C:45]([NH:46][C:34]([NH:11][C:10]2[CH:12]=[CH:13][CH:14]=[C:8]([C:6]3[C:5]([C:15]4[CH:16]=[CH:17][N:18]=[CH:19][CH:20]=4)=[N:4][N:3]([CH2:1][CH3:2])[CH:7]=3)[CH:9]=2)=[O:40])=[CH:44][C:43]=1[F:42]. (5) Given the reactants [CH2:1]([NH:8][C:9]([NH:11][C@@H:12]1[CH2:20][C@H:19]2[C@:15]([C:28]3[CH:33]=[CH:32][C:31]([O:34][CH3:35])=[C:30]([O:36][CH3:37])[CH:29]=3)([CH2:16][CH2:17][N:18]2C(OC(C)(C)C)=O)[CH2:14][CH2:13]1)=[S:10])[C:2]1[CH:7]=[CH:6][CH:5]=[CH:4][CH:3]=1.FC(F)(F)C(O)=O, predict the reaction product. The product is: [CH2:1]([NH:8][C:9]([NH:11][C@@H:12]1[CH2:20][C@H:19]2[C@:15]([C:28]3[CH:33]=[CH:32][C:31]([O:34][CH3:35])=[C:30]([O:36][CH3:37])[CH:29]=3)([CH2:16][CH2:17][NH:18]2)[CH2:14][CH2:13]1)=[S:10])[C:2]1[CH:7]=[CH:6][CH:5]=[CH:4][CH:3]=1. (6) Given the reactants [C:1]1([C:7]2[C:16]3[C:11](=[CH:12][CH:13]=[CH:14][CH:15]=3)[CH:10]=[CH:9][C:8]=2[OH:17])[CH:6]=[CH:5][CH:4]=[CH:3][CH:2]=1.Br[C:19]1[CH:24]=[CH:23][CH:22]=[C:21](Br)[CH:20]=1.[C:26](=[O:29])([O-])[O-].[K+].[K+], predict the reaction product. The product is: [C:1]1([C:7]2[C:16]3[C:11](=[CH:12][CH:13]=[CH:14][CH:15]=3)[CH:10]=[CH:9][C:8]=2[O:17][C:19]2[CH:24]=[CH:23][CH:22]=[C:21]([O:29][C:26]3[CH:9]=[CH:10][C:11]4[C:16](=[CH:15][CH:14]=[CH:13][CH:12]=4)[C:7]=3[C:1]3[CH:6]=[CH:5][CH:4]=[CH:3][CH:2]=3)[CH:20]=2)[CH:2]=[CH:3][CH:4]=[CH:5][CH:6]=1. (7) Given the reactants [CH3:1][N:2]([CH3:14])[C:3]1[CH:4]=[C:5]([CH:8]=[CH:9][C:10]=1[N+:11]([O-])=O)[C:6]#[N:7].[H][H], predict the reaction product. The product is: [NH2:11][C:10]1[CH:9]=[CH:8][C:5]([C:6]#[N:7])=[CH:4][C:3]=1[N:2]([CH3:14])[CH3:1]. (8) Given the reactants [Cl:1][C:2]1[CH:3]=[CH:4][C:5]([O:25][CH:26]([F:28])[F:27])=[C:6]([C:8]2[C:13]([O:14][CH3:15])=[CH:12][N:11]([CH2:16][C:17]([O:19][C:20]([CH3:23])([CH3:22])[CH3:21])=[O:18])[C:10](=[O:24])[CH:9]=2)[CH:7]=1.FC(F)(F)S(O[CH2:35][CH:36]([CH3:38])[CH3:37])(=O)=O, predict the reaction product. The product is: [Cl:1][C:2]1[CH:3]=[CH:4][C:5]([O:25][CH:26]([F:28])[F:27])=[C:6]([C:8]2[C:13]([O:14][CH3:15])=[CH:12][N:11]([CH:16]([CH2:35][CH:36]([CH3:38])[CH3:37])[C:17]([O:19][C:20]([CH3:23])([CH3:22])[CH3:21])=[O:18])[C:10](=[O:24])[CH:9]=2)[CH:7]=1. (9) Given the reactants [Br:1][C:2]1[CH:7]=[CH:6][C:5]([C@H:8]2[CH2:10][C@@H:9]2[C:11]([N:13]([CH2:16][CH3:17])[CH2:14][CH3:15])=O)=[CH:4][CH:3]=1.C1COCC1, predict the reaction product. The product is: [Br:1][C:2]1[CH:3]=[CH:4][C:5]([C@H:8]2[CH2:10][C@@H:9]2[CH2:11][N:13]([CH2:16][CH3:17])[CH2:14][CH3:15])=[CH:6][CH:7]=1.